Task: Predict the reactants needed to synthesize the given product.. Dataset: Full USPTO retrosynthesis dataset with 1.9M reactions from patents (1976-2016) The reactants are: [Br:1][C:2]1[C:3](=[O:17])[NH:4][C:5](=[O:16])[N:6]([CH2:8][CH2:9][C:10]2[CH:15]=[CH:14][CH:13]=[CH:12][CH:11]=2)[N:7]=1.[Cl:18]C1C=CC(CCI)=CC=1. Given the product [Br:1][C:2]1[C:3](=[O:17])[NH:4][C:5](=[O:16])[N:6]([CH2:8][CH2:9][C:10]2[CH:15]=[CH:14][C:13]([Cl:18])=[CH:12][CH:11]=2)[N:7]=1, predict the reactants needed to synthesize it.